Dataset: Reaction yield outcomes from USPTO patents with 853,638 reactions. Task: Predict the reaction yield, written as a fraction of the theoretical maximum amount of product (1.0 means a 100% yield; for example, 0.34 means a 34% yield). The reactants are [Br:1][C:2]1[CH:7]=[CH:6][C:5](F)=[C:4]([N+:9]([O-:11])=[O:10])[CH:3]=1.[F:12][C:13]([F:24])([F:23])[CH2:14][CH2:15][NH:16][CH:17]1[CH2:22][CH2:21][CH2:20][CH2:19][CH2:18]1.C(N(CC)C(C)C)(C)C.CCOC(C)=O. The yield is 0.689. The product is [Br:1][C:2]1[CH:7]=[CH:6][C:5]([N:16]([CH:17]2[CH2:22][CH2:21][CH2:20][CH2:19][CH2:18]2)[CH2:15][CH2:14][C:13]([F:12])([F:23])[F:24])=[C:4]([N+:9]([O-:11])=[O:10])[CH:3]=1. The catalyst is CN1C(=O)CCC1.C(Cl)Cl.O.